From a dataset of Forward reaction prediction with 1.9M reactions from USPTO patents (1976-2016). Predict the product of the given reaction. (1) Given the reactants [F:1][C:2]1[CH:11]=[C:10]([C:12]2[N:17]=[C:16]3[N:18]([CH2:21][C:22]4[CH:23]=[C:24]5[C:29](=[CH:30][CH:31]=4)[N:28]=[CH:27][CH:26]=[CH:25]5)[N:19]=[N:20][C:15]3=[CH:14][CH:13]=2)[CH:9]=[CH:8][C:3]=1C(NC)=O.FC1C=C(B2OC(C)(C)C(C)(C)O2)C=CC=1[O:35][CH2:36][CH2:37][CH2:38][N:39]([CH3:41])[CH3:40].C(=O)([O-])[O-].[K+].[K+].O1CCOCC1, predict the reaction product. The product is: [F:1][C:2]1[CH:11]=[C:10]([C:12]2[N:17]=[C:16]3[N:18]([CH2:21][C:22]4[CH:23]=[C:24]5[C:29](=[CH:30][CH:31]=4)[N:28]=[CH:27][CH:26]=[CH:25]5)[N:19]=[N:20][C:15]3=[CH:14][CH:13]=2)[CH:9]=[CH:8][C:3]=1[O:35][CH2:36][CH2:37][CH2:38][N:39]([CH3:41])[CH3:40]. (2) Given the reactants Br[C:2]1[C:7]2[N:8]=[CH:9][N:10]=[C:11]([N:12]([CH2:22][C:23]3[CH:28]=[CH:27][C:26]([O:29][CH3:30])=[CH:25][CH:24]=3)[CH2:13][C:14]3[CH:19]=[CH:18][C:17]([O:20][CH3:21])=[CH:16][CH:15]=3)[C:6]=2[CH:5]=[N:4][CH:3]=1.CN([CH:34]=[O:35])C.[CH3:36][OH:37], predict the reaction product. The product is: [CH3:21][O:20][C:17]1[CH:18]=[CH:19][C:14]([CH2:13][N:12]([CH2:22][C:23]2[CH:28]=[CH:27][C:26]([O:29][CH3:30])=[CH:25][CH:24]=2)[C:11]2[C:6]3[CH:5]=[N:4][CH:3]=[C:2]([C:36]([O:35][CH3:34])=[O:37])[C:7]=3[N:8]=[CH:9][N:10]=2)=[CH:15][CH:16]=1.